This data is from Forward reaction prediction with 1.9M reactions from USPTO patents (1976-2016). The task is: Predict the product of the given reaction. (1) Given the reactants [NH2:1][C:2]1[CH:3]=[C:4]([C:8]2[S:12][C:11]([C:13]3[CH:21]=[C:20]4[C:16]([CH2:17][NH:18][C:19]4=[O:22])=[CH:15][CH:14]=3)=[CH:10][CH:9]=2)[CH:5]=[N:6][CH:7]=1.[F:23][C:24]1[CH:29]=[C:28]([F:30])[CH:27]=[CH:26][C:25]=1[S:31](Cl)(=[O:33])=[O:32], predict the reaction product. The product is: [F:23][C:24]1[CH:29]=[C:28]([F:30])[CH:27]=[CH:26][C:25]=1[S:31]([NH:1][C:2]1[CH:7]=[N:6][CH:5]=[C:4]([C:8]2[S:12][C:11]([C:13]3[CH:21]=[C:20]4[C:16](=[CH:15][CH:14]=3)[CH2:17][NH:18][C:19]4=[O:22])=[CH:10][CH:9]=2)[CH:3]=1)(=[O:33])=[O:32]. (2) Given the reactants [NH2:1][C:2]1[CH:7]=[CH:6][C:5]([N+:8]([O-:10])=[O:9])=[CH:4][N:3]=1.[CH:11]1([N+:17]#[C-:18])[CH2:16][CH2:15][CH2:14][CH2:13][CH2:12]1.[N:19]1[CH:24]=[CH:23][CH:22]=[CH:21][C:20]=1[CH:25]=O.[C:27]([Cl:30])(=[O:29])[CH3:28], predict the reaction product. The product is: [Cl-:30].[C:27]([N+:1]1[C:25]([C:20]2[CH:21]=[CH:22][CH:23]=[CH:24][N:19]=2)=[C:18]([NH:17][CH:11]2[CH2:16][CH2:15][CH2:14][CH2:13][CH2:12]2)[N:3]2[CH:4]=[C:5]([N+:8]([O-:10])=[O:9])[CH:6]=[CH:7][C:2]=12)(=[O:29])[CH3:28]. (3) Given the reactants [Si]([O:18][C@H:19]1[C:28]2[C:23](=[CH:24][CH:25]=[CH:26][CH:27]=2)[C@H:22]([N:29]2[C:37]([CH3:38])=[N:36][C:35]3[C:30]2=[N:31][C:32]([N:39]2[C:43]4[CH:44]=[C:45]([C:48]#[N:49])[CH:46]=[CH:47][C:42]=4[N:41]=[CH:40]2)=[N:33][CH:34]=3)[CH2:21][CH2:20]1)(C(C)(C)C)(C1C=CC=CC=1)C1C=CC=CC=1.[F-].[Cs+], predict the reaction product. The product is: [OH:18][C@H:19]1[C:28]2[C:23](=[CH:24][CH:25]=[CH:26][CH:27]=2)[C@H:22]([N:29]2[C:37]([CH3:38])=[N:36][C:35]3[C:30]2=[N:31][C:32]([N:39]2[C:43]4[CH:44]=[C:45]([C:48]#[N:49])[CH:46]=[CH:47][C:42]=4[N:41]=[CH:40]2)=[N:33][CH:34]=3)[CH2:21][CH2:20]1. (4) Given the reactants [CH:1]1([C:4]2[CH:5]=[N:6][C:7]([N:10]3[CH2:15][CH2:14][CH:13]([C:16]4([CH3:38])[CH2:20][C:19]5[CH:21]=[C:22]([C:25]6[CH2:30][CH2:29][N:28](C(OC(C)(C)C)=O)[CH2:27][CH:26]=6)[CH:23]=[CH:24][C:18]=5[O:17]4)[CH2:12][CH2:11]3)=[N:8][CH:9]=2)[CH2:3][CH2:2]1.C(O)(C(F)(F)F)=O.FC1C2OC(C3(O)CCN(C4N=CC(CCC)=CN=4)CC3)CC=2C=C(C2CCNCC=2)C=1, predict the reaction product. The product is: [CH:1]1([C:4]2[CH:5]=[N:6][C:7]([N:10]3[CH2:15][CH2:14][CH:13]([C:16]4([CH3:38])[CH2:20][C:19]5[CH:21]=[C:22]([C:25]6[CH2:30][CH2:29][NH:28][CH2:27][CH:26]=6)[CH:23]=[CH:24][C:18]=5[O:17]4)[CH2:12][CH2:11]3)=[N:8][CH:9]=2)[CH2:2][CH2:3]1. (5) Given the reactants [CH2:1]([O:3][C:4]([C:6]1[CH:7]=[N:8][N:9]([CH2:11][C:12]2[S:13][CH:14]=[C:15]([C:17]([OH:19])=O)[N:16]=2)[CH:10]=1)=[O:5])[CH3:2].[F:20][C:21]([F:30])([F:29])[C:22]1[CH:23]=[C:24]([CH:26]=[CH:27][CH:28]=1)[NH2:25], predict the reaction product. The product is: [F:20][C:21]([F:29])([F:30])[C:22]1[CH:23]=[C:24]([NH:25][C:17]([C:15]2[N:16]=[C:12]([CH2:11][N:9]3[CH:10]=[C:6]([C:4]([O:3][CH2:1][CH3:2])=[O:5])[CH:7]=[N:8]3)[S:13][CH:14]=2)=[O:19])[CH:26]=[CH:27][CH:28]=1. (6) Given the reactants [I:1][C:2]1[CH:3]=[C:4]([OH:8])[CH:5]=[CH:6][CH:7]=1.F[C:10]1[CH:11]=[C:12]([CH:15]=[CH:16][CH:17]=1)[C:13]#[N:14].CN(C=O)C, predict the reaction product. The product is: [I:1][C:2]1[CH:3]=[C:4]([O:8][C:10]2[CH:11]=[C:12]([CH:15]=[CH:16][CH:17]=2)[C:13]#[N:14])[CH:5]=[CH:6][CH:7]=1. (7) The product is: [CH2:1]([O:8][C:9]1[CH:10]=[CH:11][C:12]2[N:13]([N:16]=[CH:17][C:18]=2[C:19]([O:21][CH3:22])=[O:20])[C:14]=1[CH:23]1[CH2:25][CH2:24]1)[C:2]1[CH:7]=[CH:6][CH:5]=[CH:4][CH:3]=1. Given the reactants [CH2:1]([O:8][C:9]1[CH:10]=[CH:11][C:12]2[N:13]([N:16]=[CH:17][C:18]=2[C:19]([O:21][CH3:22])=[O:20])[C:14]=1Br)[C:2]1[CH:7]=[CH:6][CH:5]=[CH:4][CH:3]=1.[CH:23]1(B(O)O)[CH2:25][CH2:24]1.F[B-](F)(F)F.C1([PH+](C2CCCCC2)C2CCCCC2)CCCCC1.P(=O)(O)(O)O.[K], predict the reaction product.